From a dataset of Catalyst prediction with 721,799 reactions and 888 catalyst types from USPTO. Predict which catalyst facilitates the given reaction. (1) Reactant: [Br:1][C:2]1[CH:7]=[CH:6][C:5]([S:8]([N:11]2[CH2:18][CH2:17][C:14]3([O:16][CH2:15]3)[CH:13]([F:19])[CH2:12]2)(=[O:10])=[O:9])=[CH:4][CH:3]=1.[CH:20]1([NH2:23])[CH2:22][CH2:21]1. Product: [Br:1][C:2]1[CH:7]=[CH:6][C:5]([S:8]([N:11]2[CH2:18][CH2:17][C:14]([CH2:15][NH:23][CH:20]3[CH2:22][CH2:21]3)([OH:16])[CH:13]([F:19])[CH2:12]2)(=[O:10])=[O:9])=[CH:4][CH:3]=1. The catalyst class is: 8. (2) Reactant: [OH-].[K+:2].[OH:3][CH2:4][C:5]1[N:10]=[CH:9][C:8]([C:11]([O:13]CC)=[O:12])=[CH:7][CH:6]=1. Product: [OH:3][CH2:4][C:5]1[N:10]=[CH:9][C:8]([C:11]([O-:13])=[O:12])=[CH:7][CH:6]=1.[K+:2]. The catalyst class is: 1. (3) Reactant: Br[C:2]1[CH:3]=[C:4]2[C:9](=[CH:10][CH:11]=1)[CH2:8][N:7]([CH2:12][C:13]([N:15]1[CH2:20][CH2:19][N:18]([CH:21]3[CH2:24][CH2:23][CH2:22]3)[CH2:17][CH2:16]1)=[O:14])[CH2:6][CH2:5]2.[NH:25]1[CH:29]=[CH:28][CH:27]=[N:26]1.C(=NO)C1C(=CC=CC=1)O.C([O-])([O-])=O.[Cs+].[Cs+]. Product: [CH:21]1([N:18]2[CH2:19][CH2:20][N:15]([C:13](=[O:14])[CH2:12][N:7]3[CH2:6][CH2:5][C:4]4[C:9](=[CH:10][CH:11]=[C:2]([N:25]5[CH:29]=[CH:28][CH:27]=[N:26]5)[CH:3]=4)[CH2:8]3)[CH2:16][CH2:17]2)[CH2:24][CH2:23][CH2:22]1. The catalyst class is: 23. (4) Reactant: [C:1]([C:4]1[C:12]2[C:7](=[N:8][CH:9]=[CH:10][CH:11]=2)[N:6]([CH2:13][C:14]([N:16]2[C@H:21]([C:22](=[O:33])[NH:23][C@@H:24]3[CH2:26][C@H:25]3[C:27]3[CH:32]=[CH:31][CH:30]=[CH:29][CH:28]=3)[CH2:20][C@:19]3([CH2:34][O:35]C(=O)CN4C5=NC=CC=C5C(C(=O)C)=N4)[C@H:17]2[CH2:18]3)=[O:15])[N:5]=1)(=[O:3])[CH3:2].[OH-].[Na+].C([O-])(O)=O.[Na+]. Product: [C:27]1([C@@H:25]2[CH2:26][C@H:24]2[NH:23][C:22]([C@@H:21]2[CH2:20][C@:19]3([CH2:34][OH:35])[C@@H:17]([CH2:18]3)[N:16]2[C:14](=[O:15])[CH2:13][N:6]2[C:7]3=[N:8][CH:9]=[CH:10][CH:11]=[C:12]3[C:4]([C:1](=[O:3])[CH3:2])=[N:5]2)=[O:33])[CH:32]=[CH:31][CH:30]=[CH:29][CH:28]=1. The catalyst class is: 1. (5) Reactant: [NH2:1][C:2]1[N:6]([C@@H:7]2[O:13][C@H:12]([CH2:14][OH:15])[C@@H:10]([OH:11])[C@H:8]2[OH:9])[CH:5]=[N:4][C:3]=1[C:16]([NH2:18])=[O:17].C1(N=[C:26]=[S:27])C=CC=CC=1. Product: [SH:27][C:26]1[N:18]=[C:16]([OH:17])[C:3]2[N:4]=[CH:5][N:6]([C:2]=2[N:1]=1)[C@@H:7]1[O:13][C@H:12]([CH2:14][OH:15])[C@@H:10]([OH:11])[C@H:8]1[OH:9]. The catalyst class is: 17. (6) Reactant: Cl[C:2]1[C:11]2[C:6](=[CH:7][CH:8]=[CH:9][CH:10]=2)[C:5]([Cl:12])=[N:4][N:3]=1.[CH3:13][C@@H:14]1[NH:19][CH2:18][CH2:17][N:16]([C:20]([O:22][C:23]([CH3:26])([CH3:25])[CH3:24])=[O:21])[CH2:15]1.C(N(CC)CC)C.O. The catalyst class is: 16. Product: [Cl:12][C:5]1[C:6]2[C:11](=[CH:10][CH:9]=[CH:8][CH:7]=2)[C:2]([N:19]2[CH2:18][CH2:17][N:16]([C:20]([O:22][C:23]([CH3:26])([CH3:25])[CH3:24])=[O:21])[CH2:15][C@@H:14]2[CH3:13])=[N:3][N:4]=1. (7) Reactant: [N:1]1([CH2:6][CH2:7][N:8]2[C:12]3[CH:13]=[CH:14][CH:15]=[CH:16][C:11]=3[N:10]=[C:9]2[N:17]2[CH2:23][CH2:22][CH2:21][NH:20][CH2:19][CH2:18]2)[CH:5]=[N:4][N:3]=[N:2]1.[IH:24]. Product: [IH:24].[N:1]1([CH2:6][CH2:7][N:8]2[C:12]3[CH:13]=[CH:14][CH:15]=[CH:16][C:11]=3[N:10]=[C:9]2[N:17]2[CH2:23][CH2:22][CH2:21][NH:20][CH2:19][CH2:18]2)[CH:5]=[N:4][N:3]=[N:2]1. The catalyst class is: 5. (8) Reactant: [I:1][C:2]1[CH:7]=[CH:6][C:5]([N:8]=[C:9]=[O:10])=[CH:4][CH:3]=1.[CH:11]1([C@H:14]([OH:16])[CH3:15])[CH2:13][CH2:12]1. Product: [CH:11]1([C@H:14]([O:16][C:9](=[O:10])[NH:8][C:5]2[CH:6]=[CH:7][C:2]([I:1])=[CH:3][CH:4]=2)[CH3:15])[CH2:13][CH2:12]1. The catalyst class is: 2. (9) Reactant: C(Cl)CCl.Cl.[O:6]=[C:7]1[NH:16][C:15]2[N:14]=[CH:13][C:12]([CH:17]=[CH:18][C:19]([OH:21])=O)=[CH:11][C:10]=2[CH2:9][CH2:8]1.[CH3:22][NH:23][CH2:24][C:25]1[NH:26][C:27]2[C:32]([C:33]=1[C:34]#[N:35])=[CH:31][CH:30]=[CH:29][CH:28]=2.C1C=CC2N(O)N=NC=2C=1.CCN(C(C)C)C(C)C. Product: [C:34]([C:33]1[C:32]2[C:27](=[CH:28][CH:29]=[CH:30][CH:31]=2)[NH:26][C:25]=1[CH2:24][N:23]([CH3:22])[C:19](=[O:21])/[CH:18]=[CH:17]/[C:12]1[CH:13]=[N:14][C:15]2[NH:16][C:7](=[O:6])[CH2:8][CH2:9][C:10]=2[CH:11]=1)#[N:35]. The catalyst class is: 18.